From a dataset of Catalyst prediction with 721,799 reactions and 888 catalyst types from USPTO. Predict which catalyst facilitates the given reaction. (1) Reactant: [F:1][C:2]1([F:8])[CH2:4][CH:3]1[C:5](O)=[O:6].C(N1C=CN=C1)(N1C=CN=C1)=O.O[N:22]=[C:23]([C:25]1[CH:26]=[CH:27][C:28]([CH3:43])=[C:29]([NH:31][C:32]([C:34]2[N:38]3[CH:39]=[CH:40][CH:41]=[CH:42][C:37]3=[N:36][CH:35]=2)=[O:33])[CH:30]=1)[NH2:24]. Product: [F:1][C:2]1([F:8])[CH2:4][CH:3]1[C:5]1[O:6][N:22]=[C:23]([C:25]2[CH:26]=[CH:27][C:28]([CH3:43])=[C:29]([NH:31][C:32]([C:34]3[N:38]4[CH:39]=[CH:40][CH:41]=[CH:42][C:37]4=[N:36][CH:35]=3)=[O:33])[CH:30]=2)[N:24]=1. The catalyst class is: 37. (2) Reactant: [H-].[Na+].Cl[CH2:4][CH2:5][S:6](Cl)(=[O:8])=[O:7].[F:10][C:11]([F:33])([F:32])[C:12]1[CH:31]=[CH:30][C:15]([O:16][C:17]2[CH:22]=[CH:21][C:20]([C:23]3[C:24]([NH2:29])=[N:25][CH:26]=[CH:27][CH:28]=3)=[CH:19][CH:18]=2)=[CH:14][CH:13]=1. Product: [F:33][C:11]([F:10])([F:32])[C:12]1[CH:13]=[CH:14][C:15]([O:16][C:17]2[CH:18]=[CH:19][C:20]([C:23]3[C:24]4=[N:29][S:6](=[O:8])(=[O:7])[CH2:5][CH2:4][N:25]4[CH:26]=[CH:27][CH:28]=3)=[CH:21][CH:22]=2)=[CH:30][CH:31]=1. The catalyst class is: 1.